This data is from Full USPTO retrosynthesis dataset with 1.9M reactions from patents (1976-2016). The task is: Predict the reactants needed to synthesize the given product. (1) Given the product [CH3:1][C:2]1[CH:7]=[CH:6][C:5]([CH:8]=[O:9])=[C:4]([O:10][C@H:11]([CH2:13][CH:14]=[CH2:15])[CH3:12])[CH:3]=1, predict the reactants needed to synthesize it. The reactants are: [CH3:1][C:2]1[CH:7]=[CH:6][C:5]([CH2:8][OH:9])=[C:4]([O:10][C@H:11]([CH2:13][CH:14]=[CH2:15])[CH3:12])[CH:3]=1.CC(OI1(OC(C)=O)(OC(C)=O)OC(=O)C2C=CC=CC1=2)=O. (2) Given the product [O:17]=[CH:9][CH:8]([C:11]1[S:12][CH:13]=[CH:14][CH:15]=1)[C:18]([O:19][CH3:20])=[O:21], predict the reactants needed to synthesize it. The reactants are: C1(C)C=CC=CC=1.[C:8]([C:11]1[S:12][CH:13]=[CH:14][CH:15]=1)(=O)[CH3:9].C[OH:17].[C:18](=O)([O:21]C)[O:19][CH3:20].